This data is from Reaction yield outcomes from USPTO patents with 853,638 reactions. The task is: Predict the reaction yield, written as a fraction of the theoretical maximum amount of product (1.0 means a 100% yield; for example, 0.34 means a 34% yield). (1) The yield is 0.910. The reactants are Cl[CH2:2][CH:3]([OH:11])[CH2:4][N:5]1[CH2:10][CH2:9][O:8][CH2:7][CH2:6]1.[NH3:12]. The product is [NH2:12][CH2:2][CH:3]([OH:11])[CH2:4][N:5]1[CH2:10][CH2:9][O:8][CH2:7][CH2:6]1. The catalyst is CO. (2) The product is [CH2:9]([N:13]([CH2:14][CH2:15][CH2:16][CH3:17])[C:2]1[CH:7]=[CH:6][CH:5]=[CH:4][C:3]=1[CH3:8])[CH2:10][CH2:11][CH3:12]. The yield is 0.370. No catalyst specified. The reactants are Br[C:2]1[CH:7]=[CH:6][CH:5]=[CH:4][C:3]=1[CH3:8].[CH2:9]([NH:13][CH2:14][CH2:15][CH2:16][CH3:17])[CH2:10][CH2:11][CH3:12].CC(C)([O-])C.[Na+]. (3) The catalyst is C(O)(C)C.O1CCCC1. The yield is 0.970. The product is [CH:1]([O:4][C:5](=[O:27])[C:6]1[CH:11]=[CH:10][CH:9]=[C:8]([C:12]#[C:13][C:14]2[CH:19]=[CH:18][C:17]([CH2:20][C:21]([OH:23])=[O:22])=[C:16]([F:26])[CH:15]=2)[CH:7]=1)([CH3:3])[CH3:2]. The reactants are [CH:1]([O:4][C:5](=[O:27])[C:6]1[CH:11]=[CH:10][CH:9]=[C:8]([C:12]#[C:13][C:14]2[CH:19]=[CH:18][C:17]([CH2:20][C:21]([O:23]CC)=[O:22])=[C:16]([F:26])[CH:15]=2)[CH:7]=1)([CH3:3])[CH3:2].[OH-].[Li+].